From a dataset of CYP2C19 inhibition data for predicting drug metabolism from PubChem BioAssay. Regression/Classification. Given a drug SMILES string, predict its absorption, distribution, metabolism, or excretion properties. Task type varies by dataset: regression for continuous measurements (e.g., permeability, clearance, half-life) or binary classification for categorical outcomes (e.g., BBB penetration, CYP inhibition). Dataset: cyp2c19_veith. (1) The compound is Cc1cc(C)c(NC(=O)CS(=O)CC(=O)NCCCc2ccccc2)c(C)c1. The result is 0 (non-inhibitor). (2) The drug is CCCC1(C)Nc2ccccc2-c2nc3ccccc3n21. The result is 1 (inhibitor). (3) The drug is CN1CCCC2(CCN(C(=O)c3ccco3)CC2)C1. The result is 0 (non-inhibitor). (4) The molecule is CCOC(=O)c1oc2nc(CC(C)C)c3c(c2c1N)CCC3. The result is 1 (inhibitor). (5) The molecule is CN[C@@H](C)[C@H]1CC[C@@H](N)[C@@H](O[C@H]2[C@@H](N)C[C@@H](N)[C@H](O[C@H]3OC[C@@](C)(O)[C@@H](NC)[C@@H]3O)[C@@H]2O)O1.CN[C@H]1[C@H](O)[C@@H](O[C@H]2[C@H](N)C[C@H](N)[C@H](O[C@H]3O[C@@H](CN)CC[C@H]3N)[C@H]2O)OC[C@@]1(C)O.CN[C@H]1[C@H](O)[C@@H](O[C@H]2[C@H](N)C[C@H](N)[C@H](O[C@H]3O[C@@H]([C@H](C)N)CC[C@H]3N)[C@H]2O)OC[C@@]1(C)O.O=S(=O)(O)O. The result is 0 (non-inhibitor).